Dataset: Peptide-MHC class I binding affinity with 185,985 pairs from IEDB/IMGT. Task: Regression. Given a peptide amino acid sequence and an MHC pseudo amino acid sequence, predict their binding affinity value. This is MHC class I binding data. The peptide sequence is EEFTMVGRR. The MHC is HLA-A26:01 with pseudo-sequence HLA-A26:01. The binding affinity (normalized) is 0.0847.